This data is from Forward reaction prediction with 1.9M reactions from USPTO patents (1976-2016). The task is: Predict the product of the given reaction. (1) Given the reactants [Cl:1][C:2]1[CH:3]=[C:4]([OH:22])[CH:5]=[CH:6][C:7]=1[N:8]1[C:12]2[CH:13]=[CH:14][CH:15]=[C:16]([C:17]([F:20])([F:19])[F:18])[C:11]=2[N:10]=[C:9]1[CH3:21].F[C:24]1[CH:29]=[C:28]([S:30]([CH3:33])(=[O:32])=[O:31])[CH:27]=[C:26]([F:34])[CH:25]=1, predict the reaction product. The product is: [Cl:1][C:2]1[CH:3]=[C:4]([O:22][C:24]2[CH:29]=[C:28]([S:30]([CH3:33])(=[O:31])=[O:32])[CH:27]=[C:26]([F:34])[CH:25]=2)[CH:5]=[CH:6][C:7]=1[N:8]1[C:12]2[CH:13]=[CH:14][CH:15]=[C:16]([C:17]([F:19])([F:20])[F:18])[C:11]=2[N:10]=[C:9]1[CH3:21]. (2) Given the reactants C(OC([N:8]1[CH2:13][CH2:12][CH:11]([NH:14][C:15]2[N:20]=[C:19]([NH:21][CH2:22][CH2:23]O)[N:18]=[C:17]([O:25][CH3:26])[N:16]=2)[CH2:10][CH2:9]1)=O)(C)(C)C.C(OC(N1CCC(NC2N=C(Cl)N=C(OC)N=2)CC1)=O)(C)(C)C.N1CC[S:53][CH2:52][CH2:51]1.C(N(C(C)C)C(C)C)C.Cl.COC1N=C(NC2CCNCC2)N=C(NCCO)N=1, predict the reaction product. The product is: [CH3:26][O:25][C:17]1[N:18]=[C:19]([N:21]2[CH2:22][CH2:23][S:53][CH2:52][CH2:51]2)[N:20]=[C:15]([NH:14][CH:11]2[CH2:10][CH2:9][NH:8][CH2:13][CH2:12]2)[N:16]=1. (3) Given the reactants [CH3:1][C:2]1([CH3:20])[CH2:6][C:5]2[C:7]([CH3:19])=[C:8]([N:13]3[CH2:18][CH2:17][NH:16][CH2:15][CH2:14]3)[C:9]([CH3:12])=[C:10]([CH3:11])[C:4]=2[O:3]1.Br[C:22]1[CH:23]=[CH:24][C:25]([F:29])=[C:26]([CH3:28])[CH:27]=1, predict the reaction product. The product is: [F:29][C:25]1[CH:24]=[CH:23][C:22]([N:16]2[CH2:15][CH2:14][N:13]([C:8]3[C:9]([CH3:12])=[C:10]([CH3:11])[C:4]4[O:3][C:2]([CH3:20])([CH3:1])[CH2:6][C:5]=4[C:7]=3[CH3:19])[CH2:18][CH2:17]2)=[CH:27][C:26]=1[CH3:28]. (4) Given the reactants N[C:2]1[CH:7]=[CH:6][N:5]=[C:4]([O:8][CH2:9][CH2:10][CH2:11][CH3:12])[C:3]=1[C:13]1[CH:27]=[C:26]([Br:28])[CH:25]=[CH:24][C:14]=1[C:15]([N:17](C(C)C)C(C)C)=[O:16].C[Si]([N-][Si](C)(C)C)(C)C.[Na+], predict the reaction product. The product is: [Br:28][C:26]1[CH:25]=[CH:24][C:14]2[C:15]([OH:16])=[N:17][C:2]3[C:3]([C:13]=2[CH:27]=1)=[C:4]([O:8][CH2:9][CH2:10][CH2:11][CH3:12])[N:5]=[CH:6][CH:7]=3.